The task is: Predict which catalyst facilitates the given reaction.. This data is from Catalyst prediction with 721,799 reactions and 888 catalyst types from USPTO. (1) Reactant: [CH2:1]([N:3]1[CH2:11][C:10]2[C:5](=[CH:6][CH:7]=[C:8]([N+:12]([O-])=O)[CH:9]=2)[C:4]1=[O:15])[CH3:2].C([O-])=O.[NH4+]. Product: [NH2:12][C:8]1[CH:9]=[C:10]2[C:5](=[CH:6][CH:7]=1)[C:4](=[O:15])[N:3]([CH2:1][CH3:2])[CH2:11]2. The catalyst class is: 394. (2) Reactant: COC1C=CC(C[N:8](CC2C=CC(OC)=CC=2)[C:9]2[N:14]=[C:13]([C:15]3([NH:18][C:19]([C:21]4([NH:24][C:25]([C:27]5[N:31]6[C@:32]([CH3:56])([CH2:44][C:45]7[CH:50]=[CH:49][C:48]([O:51][C:52]([F:55])([F:54])[F:53])=[CH:47][CH:46]=7)[C:33](=[O:43])[N:34]([C:35]7[CH:40]=[C:39]([Cl:41])[CH:38]=[C:37]([Cl:42])[CH:36]=7)[C:30]6=[N:29][CH:28]=5)=[O:26])[CH2:23][CH2:22]4)=[O:20])[CH2:17][CH2:16]3)[CH:12]=[CH:11][CH:10]=2)=CC=1. Product: [NH2:8][C:9]1[N:14]=[C:13]([C:15]2([NH:18][C:19]([C:21]3([NH:24][C:25]([C:27]4[N:31]5[C@:32]([CH3:56])([CH2:44][C:45]6[CH:46]=[CH:47][C:48]([O:51][C:52]([F:53])([F:55])[F:54])=[CH:49][CH:50]=6)[C:33](=[O:43])[N:34]([C:35]6[CH:40]=[C:39]([Cl:41])[CH:38]=[C:37]([Cl:42])[CH:36]=6)[C:30]5=[N:29][CH:28]=4)=[O:26])[CH2:22][CH2:23]3)=[O:20])[CH2:17][CH2:16]2)[CH:12]=[CH:11][CH:10]=1. The catalyst class is: 55. (3) Reactant: [CH2:1]([O:8][C@H:9]1[CH2:13][CH2:12][CH2:11][C@@H:10]1[NH2:14])[C:2]1[CH:7]=[CH:6][CH:5]=[CH:4][CH:3]=1.CCN(CC)CC.[CH3:22][C:23]([O:26][C:27](O[C:27]([O:26][C:23]([CH3:25])([CH3:24])[CH3:22])=[O:28])=[O:28])([CH3:25])[CH3:24]. Product: [C:23]([O:26][C:27](=[O:28])[NH:14][C@H:10]1[CH2:11][CH2:12][CH2:13][C@@H:9]1[O:8][CH2:1][C:2]1[CH:7]=[CH:6][CH:5]=[CH:4][CH:3]=1)([CH3:25])([CH3:24])[CH3:22]. The catalyst class is: 49. (4) Reactant: C(O[C:6]([NH:8][CH2:9][C:10]1[CH:15]=[C:14]([C:16]2[CH:25]=[CH:24][C:19]([C:20]([O:22][CH3:23])=[O:21])=[CH:18][CH:17]=2)[CH:13]=[CH:12][N:11]=1)=O)(C)(C)C.[C:26](O)(C(F)(F)F)=O.C=O. Product: [CH3:26][N:8]([CH2:9][C:10]1[CH:15]=[C:14]([C:16]2[CH:17]=[CH:18][C:19]([C:20]([O:22][CH3:23])=[O:21])=[CH:24][CH:25]=2)[CH:13]=[CH:12][N:11]=1)[CH3:6]. The catalyst class is: 34. (5) Reactant: [ClH:1].Cl.[Cl:3][CH2:4][CH2:5][C@@H:6]1[CH2:11][NH:10][CH2:9][CH2:8][NH:7]1.[OH-].[Na+].Cl. Product: [ClH:3].[ClH:1].[N:10]12[CH2:11][C@@H:6]([CH2:5][CH2:4]1)[NH:7][CH2:8][CH2:9]2. The catalyst class is: 6. (6) Reactant: COC1C=CC(C[N:8]2[C@@H:13]([CH3:14])[CH2:12][N:11]3[C:15]([C:18]4[CH:23]=[C:22]([O:24][CH3:25])[CH:21]=[CH:20][N:19]=4)=[N:16][N:17]=[C:10]3[C:9]2=[O:26])=CC=1. Product: [CH3:25][O:24][C:22]1[CH:21]=[CH:20][N:19]=[C:18]([C:15]2[N:11]3[CH2:12][C@H:13]([CH3:14])[NH:8][C:9](=[O:26])[C:10]3=[N:17][N:16]=2)[CH:23]=1. The catalyst class is: 10.